From a dataset of TCR-epitope binding with 47,182 pairs between 192 epitopes and 23,139 TCRs. Binary Classification. Given a T-cell receptor sequence (or CDR3 region) and an epitope sequence, predict whether binding occurs between them. (1) The epitope is LVLSVNPYV. The TCR CDR3 sequence is CAISPDRRNTEAFF. Result: 1 (the TCR binds to the epitope). (2) The epitope is KPLEFGATSAAL. The TCR CDR3 sequence is CASSSGGLAAGEQYF. Result: 1 (the TCR binds to the epitope). (3) The epitope is PKYVKQNTLKLAT. The TCR CDR3 sequence is CASSLGQNSGNTDTQYF. Result: 1 (the TCR binds to the epitope). (4) The epitope is FVDGVPFVV. The TCR CDR3 sequence is CASSLGRGGPPNEKLFF. Result: 1 (the TCR binds to the epitope). (5) The epitope is FLASKIGRLV. The TCR CDR3 sequence is CASSQLIPGLLYGYTF. Result: 0 (the TCR does not bind to the epitope). (6) The epitope is NLVPMVATV. The TCR CDR3 sequence is CASSPGTEETQYF. Result: 1 (the TCR binds to the epitope).